This data is from Forward reaction prediction with 1.9M reactions from USPTO patents (1976-2016). The task is: Predict the product of the given reaction. (1) Given the reactants C[Si]([N-][Si](C)(C)C)(C)C.[Li+].F[C:12]1[CH:17]=[C:16]([O:18][CH3:19])[CH:15]=[CH:14][C:13]=1[C:20]1[NH:29][C:28](=[O:30])[C:27]2[C:22](=[CH:23][C:24]([O:33][CH3:34])=[CH:25][C:26]=2[O:31][CH3:32])[N:21]=1.[CH3:35][N:36]1[CH2:41][CH2:40][CH:39]([CH2:42][NH2:43])[CH2:38][CH2:37]1, predict the reaction product. The product is: [CH3:32][O:31][C:26]1[CH:25]=[C:24]([O:33][CH3:34])[CH:23]=[C:22]2[C:27]=1[C:28](=[O:30])[NH:29][C:20]([C:13]1[CH:14]=[CH:15][C:16]([O:18][CH3:19])=[CH:17][C:12]=1[NH:43][CH2:42][CH:39]1[CH2:40][CH2:41][N:36]([CH3:35])[CH2:37][CH2:38]1)=[N:21]2. (2) Given the reactants C(Cl)Cl.CO.II.[Na].[CH2:9]([O:11][C:12](=[O:24])[CH2:13][C:14]([NH:16][CH2:17][CH2:18][C:19]([O:21]CC)=O)=[O:15])C, predict the reaction product. The product is: [CH3:9][O:11][C:12]([CH:13]1[C:19](=[O:21])[CH2:18][CH2:17][NH:16][C:14]1=[O:15])=[O:24]. (3) The product is: [Cl:1][C:2]1[C:3]([OH:13])=[CH:4][CH:5]=[C:6]2[C:11]=1[C:10](=[O:12])[NH:9][CH2:8][CH2:7]2. Given the reactants [Cl:1][C:2]1[C:3]([O:13]C)=[CH:4][CH:5]=[C:6]2[C:11]=1[C:10](=[O:12])[NH:9][CH2:8][CH2:7]2.B(Br)(Br)Br.O, predict the reaction product. (4) Given the reactants [CH2:1]([O:8][C:9]1[CH:14]=[CH:13][C:12]([CH2:15][C@H:16]([NH:20][C:21](=[O:27])[O:22][C:23]([CH3:26])([CH3:25])[CH3:24])[C@H:17]2[CH2:19][O:18]2)=[CH:11][CH:10]=1)[C:2]1[CH:7]=[CH:6][CH:5]=[CH:4][CH:3]=1.[C@@H:28]1([NH2:38])[C:37]2[C:32](=[CH:33][CH:34]=[CH:35][CH:36]=2)CCC1.[CH:39]([OH:42])(C)C, predict the reaction product. The product is: [CH2:1]([O:8][C:9]1[CH:14]=[CH:13][C:12]([CH2:15][C@H:16]([NH:20][C:21](=[O:27])[O:22][C:23]([CH3:25])([CH3:24])[CH3:26])[C@H:17]([OH:18])[CH2:19][NH:38][CH2:28][C:37]2[CH:36]=[CH:35][CH:34]=[C:33]([O:42][CH3:39])[CH:32]=2)=[CH:11][CH:10]=1)[C:2]1[CH:3]=[CH:4][CH:5]=[CH:6][CH:7]=1. (5) The product is: [S:44]([OH:48])([OH:47])(=[O:46])=[O:45].[CH:1]([O:4][C:5]([C:7]1[CH:8]([C:35]2[CH:40]=[CH:39][CH:38]=[C:37]([N+:41]([O-:43])=[O:42])[CH:36]=2)[C:9]([C:15]([O:17][CH:18]2[CH2:19][N:20]([CH:22]([C:29]3[CH:34]=[CH:33][CH:32]=[CH:31][CH:30]=3)[C:23]3[CH:28]=[CH:27][CH:26]=[CH:25][CH:24]=3)[CH2:21]2)=[O:16])=[C:10]([NH2:14])[NH:11][C:12]=1[CH3:13])=[O:6])([CH3:3])[CH3:2]. Given the reactants [CH:1]([O:4][C:5]([C:7]1[CH:8]([C:35]2[CH:40]=[CH:39][CH:38]=[C:37]([N+:41]([O-:43])=[O:42])[CH:36]=2)[C:9]([C:15]([O:17][CH:18]2[CH2:21][N:20]([CH:22]([C:29]3[CH:34]=[CH:33][CH:32]=[CH:31][CH:30]=3)[C:23]3[CH:28]=[CH:27][CH:26]=[CH:25][CH:24]=3)[CH2:19]2)=[O:16])=[C:10]([NH2:14])[NH:11][C:12]=1[CH3:13])=[O:6])([CH3:3])[CH3:2].[S:44](=[O:48])(=[O:47])([OH:46])[OH:45], predict the reaction product. (6) Given the reactants [CH3:1][C:2]1[CH:7]=[C:6]([C:8]2[CH:13]=[CH:12][C:11]([C:14]([F:17])([F:16])[F:15])=[CH:10][CH:9]=2)[C:5]([C:18]([OH:20])=O)=[CH:4][CH:3]=1.[NH2:21][C:22]1[CH:27]=[CH:26][C:25]([CH2:28][C:29]([NH:31][C:32]2[CH:37]=[CH:36][CH:35]=[CH:34][N:33]=2)=[O:30])=[CH:24][CH:23]=1.O.ON1C2C=CC=CC=2N=N1.Cl.CN(C)CCCN=C=NCC, predict the reaction product. The product is: [CH3:1][C:2]1[CH:7]=[C:6]([C:8]2[CH:13]=[CH:12][C:11]([C:14]([F:15])([F:16])[F:17])=[CH:10][CH:9]=2)[C:5]([C:18]([NH:21][C:22]2[CH:23]=[CH:24][C:25]([CH2:28][C:29](=[O:30])[NH:31][C:32]3[CH:37]=[CH:36][CH:35]=[CH:34][N:33]=3)=[CH:26][CH:27]=2)=[O:20])=[CH:4][CH:3]=1.